From a dataset of Full USPTO retrosynthesis dataset with 1.9M reactions from patents (1976-2016). Predict the reactants needed to synthesize the given product. (1) Given the product [OH:22][C:19]([C:16]1[CH:17]=[CH:18][C:13]([C:12]([NH:11][C:4]2[CH:3]=[C:2]([N:27]3[CH2:28][CH2:29][NH:24][C:25](=[O:30])[CH2:26]3)[N:7]3[N:8]=[CH:9][CH:10]=[C:6]3[N:5]=2)=[O:23])=[CH:14][CH:15]=1)([CH3:21])[CH3:20], predict the reactants needed to synthesize it. The reactants are: Cl[C:2]1[N:7]2[N:8]=[CH:9][CH:10]=[C:6]2[N:5]=[C:4]([NH:11][C:12](=[O:23])[C:13]2[CH:18]=[CH:17][C:16]([C:19]([OH:22])([CH3:21])[CH3:20])=[CH:15][CH:14]=2)[CH:3]=1.[NH:24]1[CH2:29][CH2:28][NH:27][CH2:26][C:25]1=[O:30]. (2) Given the product [I-:16].[CH3:7][O:6][C:4](=[O:5])/[CH:3]=[CH:2]/[C:1]([O:9][CH2:10][CH2:11][N+:12]([CH3:15])([CH3:14])[CH3:13])=[O:8], predict the reactants needed to synthesize it. The reactants are: [C:1]([O:9][CH2:10][CH2:11][N:12]([CH3:14])[CH3:13])(=[O:8])/[CH:2]=[CH:3]/[C:4]([O:6][CH3:7])=[O:5].[CH3:15][I:16]. (3) Given the product [CH2:28]([O:30][CH2:31][CH2:32][C:33]1[N:35]=[C:25]([CH:10]2[CH2:11][CH:12]([C:14]3[CH:19]=[CH:18][C:17]([O:20][C:21]([F:23])([F:22])[F:24])=[CH:16][CH:15]=3)[CH2:13][N:8]([C:6]([N:4]3[CH2:5][CH:2]([OH:1])[CH2:3]3)=[O:7])[CH2:9]2)[O:26][N:34]=1)[CH3:29], predict the reactants needed to synthesize it. The reactants are: [OH:1][CH:2]1[CH2:5][N:4]([C:6]([N:8]2[CH2:13][CH:12]([C:14]3[CH:19]=[CH:18][C:17]([O:20][C:21]([F:24])([F:23])[F:22])=[CH:16][CH:15]=3)[CH2:11][CH:10]([C:25](O)=[O:26])[CH2:9]2)=[O:7])[CH2:3]1.[CH2:28]([O:30][CH2:31][CH2:32][C:33](=[N:35]O)[NH2:34])[CH3:29]. (4) Given the product [F:33][C:32]([F:35])([F:34])[C:30]([OH:36])=[O:31].[Cl:1][C:2]1[CH:3]=[CH:4][C:5]([C:8]2([C:11]([N:13]([CH:27]3[CH2:28][CH2:29]3)[CH:14]3[CH2:19][CH2:18][NH:17][CH2:16][CH2:15]3)=[O:12])[CH2:9][CH2:10]2)=[CH:6][CH:7]=1, predict the reactants needed to synthesize it. The reactants are: [Cl:1][C:2]1[CH:7]=[CH:6][C:5]([C:8]2([C:11]([N:13]([CH:27]3[CH2:29][CH2:28]3)[CH:14]3[CH2:19][CH2:18][N:17](C(OC(C)(C)C)=O)[CH2:16][CH2:15]3)=[O:12])[CH2:10][CH2:9]2)=[CH:4][CH:3]=1.[C:30]([OH:36])([C:32]([F:35])([F:34])[F:33])=[O:31]. (5) Given the product [ClH:18].[NH2:12][CH2:11][C@@:5]1([CH2:4][C:3]([OH:17])=[O:2])[CH2:9][CH2:8][C@@H:7]([CH3:10])[CH2:6]1, predict the reactants needed to synthesize it. The reactants are: C[O:2][C:3](=[O:17])[CH2:4][C@:5]1([CH2:11][NH:12]C(OC)=O)[CH2:9][CH2:8][C@@H:7]([CH3:10])[CH2:6]1.[ClH:18]. (6) Given the product [CH3:18][C:19]1[N:25]([CH:26]2[CH2:31][CH2:30][C:29](=[O:32])[NH:28][C:27]2=[O:33])[C:4](=[O:6])[C:3]2[C:2](=[CH:10][CH:9]=[CH:8][C:7]=2[C:11]([F:14])([F:13])[F:12])[N:1]=1, predict the reactants needed to synthesize it. The reactants are: [NH2:1][C:2]1[CH:10]=[CH:9][CH:8]=[C:7]([C:11]([F:14])([F:13])[F:12])[C:3]=1[C:4]([OH:6])=O.N1[CH:19]=[CH:18]N=C1.C(Cl)(=O)C.Cl.[NH2:25][CH:26]1[CH2:31][CH2:30][C:29](=[O:32])[NH:28][C:27]1=[O:33].P(OC1C=CC=CC=1)(OC1C=CC=CC=1)OC1C=CC=CC=1. (7) The reactants are: Cl[C:2]1[NH:6][C:5]2[CH:7]=[CH:8][C:9]([C:11]([F:14])([F:13])[F:12])=[CH:10][C:4]=2[N:3]=1.[NH2:15][C:16]1[CH:17]=[CH:18][CH:19]=[C:20]2[C:25]=1[N:24]=[CH:23][CH:22]=[CH:21]2. Given the product [F:12][C:11]([F:14])([F:13])[C:9]1[CH:8]=[CH:7][C:5]2[NH:6][C:2]([NH:15][C:16]3[CH:17]=[CH:18][CH:19]=[C:20]4[C:25]=3[N:24]=[CH:23][CH:22]=[CH:21]4)=[N:3][C:4]=2[CH:10]=1, predict the reactants needed to synthesize it. (8) Given the product [C:30]([C:28]1[CH:29]=[C:24]([C:22](=[O:23])[CH2:21][O:1][C:2]2[CH:9]=[CH:8][C:5]([CH:6]=[O:7])=[CH:4][C:3]=2[O:10][CH3:11])[CH:25]=[C:26]([C:35]([CH3:38])([CH3:37])[CH3:36])[C:27]=1[OH:34])([CH3:33])([CH3:31])[CH3:32], predict the reactants needed to synthesize it. The reactants are: [OH:1][C:2]1[CH:9]=[CH:8][C:5]([CH:6]=[O:7])=[CH:4][C:3]=1[O:10][CH3:11].[I-].[Na+].C(=O)([O-])[O-].[K+].[K+].Br[CH2:21][C:22]([C:24]1[CH:29]=[C:28]([C:30]([CH3:33])([CH3:32])[CH3:31])[C:27]([OH:34])=[C:26]([C:35]([CH3:38])([CH3:37])[CH3:36])[CH:25]=1)=[O:23].Cl. (9) Given the product [BrH:19].[NH2:20][C:10]1[CH:11]=[N:12][N:13]([CH2:14][CH:15]([OH:18])[CH2:16][OH:17])[C:9]=1[NH2:8], predict the reactants needed to synthesize it. The reactants are: C([NH:8][C:9]1[N:13]([CH2:14][CH:15]([OH:18])[CH2:16][OH:17])[N:12]=[C:11]([Br:19])[C:10]=1[N+:20]([O-])=O)C1C=CC=CC=1.[OH-].[Na+].Br.